Dataset: Reaction yield outcomes from USPTO patents with 853,638 reactions. Task: Predict the reaction yield, written as a fraction of the theoretical maximum amount of product (1.0 means a 100% yield; for example, 0.34 means a 34% yield). (1) The catalyst is ClCCl.CO.ClCCl.O.O1CCCC1.O. The reactants are O.[CH3:2][N:3]1[CH2:10][CH2:9][CH2:8][C@H:4]1[C:5]([OH:7])=O.F[P-](F)(F)(F)(F)F.N1(O[P+](N2CCCC2)(N2CCCC2)N2CCCC2)C2C=CC=CC=2N=N1.C(N(C(C)C)CC)(C)C.[CH3:53]/[C:54](=[CH:60]\[C@@H:61]([N:65]([CH3:74])[C:66](=[O:73])[C@H:67]([C:69]([CH3:72])([CH3:71])[CH3:70])[NH2:68])[CH:62]([CH3:64])[CH3:63])/[C:55]([O:57]CC)=[O:56].[OH-].[Li+]. The yield is 0.280. The product is [CH3:2][N:3]1[CH2:10][CH2:9][CH2:8][C@H:4]1[C:5]([NH:68][C@H:67]([C:66]([N:65]([C@@H:61]([CH:62]([CH3:64])[CH3:63])/[CH:60]=[C:54](/[C:55]([OH:57])=[O:56])\[CH3:53])[CH3:74])=[O:73])[C:69]([CH3:71])([CH3:72])[CH3:70])=[O:7]. (2) The reactants are C([O:3][C:4](=[O:17])[C:5]([CH3:16])([S:7]([CH:10]1[CH2:15][CH2:14][O:13][CH2:12][CH2:11]1)(=[O:9])=[O:8])[CH3:6])C.[OH-].[Na+]. The catalyst is O1CCOCC1.O. The product is [CH3:16][C:5]([S:7]([CH:10]1[CH2:11][CH2:12][O:13][CH2:14][CH2:15]1)(=[O:8])=[O:9])([CH3:6])[C:4]([OH:17])=[O:3]. The yield is 0.830. (3) The reactants are [CH3:1][O:2][C:3]1[CH:12]=[CH:11][C:6]2[N:7]=[C:8]([NH2:10])[S:9][C:5]=2[CH:4]=1.C(N(C(C)C)CC)(C)C.CNC1(NC)C=CN=CC1.[Cl:32][C:33]1[CH:34]=[C:35]([CH:39]=[CH:40][CH:41]=1)[C:36](Cl)=[O:37]. The catalyst is O1CCCC1. The product is [Cl:32][C:33]1[CH:34]=[C:35]([CH:39]=[CH:40][CH:41]=1)[C:36]([NH:10][C:8]1[S:9][C:5]2[CH:4]=[C:3]([O:2][CH3:1])[CH:12]=[CH:11][C:6]=2[N:7]=1)=[O:37]. The yield is 0.680.